This data is from Catalyst prediction with 721,799 reactions and 888 catalyst types from USPTO. The task is: Predict which catalyst facilitates the given reaction. (1) The catalyst class is: 804. Reactant: [CH:1]1([Mg]Br)[CH2:3][CH2:2]1.[C:6](=[C:9]([C:15]([O:17][CH2:18][CH3:19])=[O:16])[C:10]([O:12][CH2:13][CH3:14])=[O:11])([CH3:8])[CH3:7].[NH4+].[Cl-]. Product: [CH2:13]([O:12][C:10](=[O:11])[CH:9]([C:6]([CH:1]1[CH2:3][CH2:2]1)([CH3:7])[CH3:8])[C:15]([O:17][CH2:18][CH3:19])=[O:16])[CH3:14]. (2) Reactant: [NH2:1][C:2]1[N:7]=[C:6]([O:8][CH2:9][CH3:10])[CH:5]=[C:4]([NH2:11])[N:3]=1.[N:12]([O-])=[O:13].[Na+]. Product: [N:12]([C:5]1[C:6]([O:8][CH2:9][CH3:10])=[N:7][C:2]([NH2:1])=[N:3][C:4]=1[NH2:11])=[O:13]. The catalyst class is: 86. (3) Reactant: F[C:2]1[CH:7]=[CH:6][C:5]([N+:8]([O-:10])=[O:9])=[CH:4][CH:3]=1.[OH:11][CH2:12][CH2:13][NH:14][NH2:15].C([O-])([O-])=O.[K+].[K+]. The catalyst class is: 23. Product: [N+:8]([C:5]1[CH:6]=[CH:7][C:2]([N:14]([CH2:13][CH2:12][OH:11])[NH2:15])=[CH:3][CH:4]=1)([O-:10])=[O:9]. (4) Reactant: Cl[Si](C)(C)[CH3:3].[NH2:6][C@H:7]1[CH2:13][CH2:12][CH2:11][CH2:10][CH2:9][C@H:8]1[C:14]([OH:16])=[O:15]. Product: [CH3:3][O:15][C:14]([C@@H:8]1[CH2:9][CH2:10][CH2:11][CH2:12][CH2:13][C@@H:7]1[NH2:6])=[O:16]. The catalyst class is: 5. (5) Reactant: Br[C:2]1[CH:3]=[C:4]([C:8]2([C:18]3[CH:23]=[CH:22][C:21]([O:24][CH3:25])=[C:20]([Cl:26])[CH:19]=3)[C:16]3[C:11](=[N:12][CH:13]=[CH:14][CH:15]=3)[C:10]([NH2:17])=[N:9]2)[CH:5]=[CH:6][CH:7]=1.C([Sn](CCCC)(CCCC)[C:32]1[CH:37]=[N:36][CH:35]=[CH:34][N:33]=1)CCC. Product: [Cl:26][C:20]1[CH:19]=[C:18]([C:8]2([C:4]3[CH:5]=[CH:6][CH:7]=[C:2]([C:32]4[CH:37]=[N:36][CH:35]=[CH:34][N:33]=4)[CH:3]=3)[C:16]3[C:11](=[N:12][CH:13]=[CH:14][CH:15]=3)[C:10]([NH2:17])=[N:9]2)[CH:23]=[CH:22][C:21]=1[O:24][CH3:25]. The catalyst class is: 455. (6) Reactant: [CH2:1]([NH:8][CH:9]([CH:11]1[CH2:13][CH2:12]1)[CH3:10])[C:2]1[CH:7]=[CH:6][CH:5]=[CH:4][CH:3]=1.[Br:14][CH2:15][C:16](Br)=[O:17].N1C=CC=CC=1. Product: [CH2:1]([N:8]([CH:9]([CH:11]1[CH2:13][CH2:12]1)[CH3:10])[C:16](=[O:17])[CH2:15][Br:14])[C:2]1[CH:7]=[CH:6][CH:5]=[CH:4][CH:3]=1. The catalyst class is: 2.